Dataset: Reaction yield outcomes from USPTO patents with 853,638 reactions. Task: Predict the reaction yield, written as a fraction of the theoretical maximum amount of product (1.0 means a 100% yield; for example, 0.34 means a 34% yield). The reactants are CC(OI1(OC(C)=O)(OC(C)=O)OC(=O)C2C=CC=CC1=2)=O.[CH3:23][O:24][C:25](=[O:45])[C:26]1[CH:31]=[C:30]([CH:32]([OH:36])[CH2:33][CH2:34][CH3:35])[C:29]([C:37]([F:40])([F:39])[F:38])=[CH:28][C:27]=1[NH:41][C:42](=[O:44])[CH3:43].O.[O-]S([O-])=O.[Na+].[Na+]. The catalyst is C(Cl)Cl.CCOC(C)=O. The product is [CH3:23][O:24][C:25](=[O:45])[C:26]1[CH:31]=[C:30]([C:32](=[O:36])[CH2:33][CH2:34][CH3:35])[C:29]([C:37]([F:38])([F:40])[F:39])=[CH:28][C:27]=1[NH:41][C:42](=[O:44])[CH3:43]. The yield is 0.970.